This data is from Reaction yield outcomes from USPTO patents with 853,638 reactions. The task is: Predict the reaction yield, written as a fraction of the theoretical maximum amount of product (1.0 means a 100% yield; for example, 0.34 means a 34% yield). (1) The reactants are N#N.[CH3:3][O:4][C:5](=[O:21])[CH2:6][C:7]1[S:8][C:9]([C:12]2[CH:17]=[CH:16][CH:15]=[C:14]([N+:18]([O-])=O)[CH:13]=2)=[CH:10][CH:11]=1. The catalyst is CO.[Pd]. The product is [CH3:3][O:4][C:5](=[O:21])[CH2:6][C:7]1[S:8][C:9]([C:12]2[CH:17]=[CH:16][CH:15]=[C:14]([NH2:18])[CH:13]=2)=[CH:10][CH:11]=1. The yield is 0.740. (2) The reactants are [CH2:1]([N:8]([CH2:38][C:39]1[CH:44]=[CH:43][CH:42]=[CH:41][CH:40]=1)[CH:9]1[CH2:13][CH:12]([C:14](=O)[CH2:15][NH:16][C:17]2[N:18]=[C:19]3[CH:25]=[CH:24][N:23]([S:26]([C:29]4[CH:35]=[CH:34][C:32]([CH3:33])=[CH:31][CH:30]=4)(=[O:28])=[O:27])[C:20]3=[N:21][CH:22]=2)[CH:11]([CH3:37])[CH2:10]1)[C:2]1[CH:7]=[CH:6][CH:5]=[CH:4][CH:3]=1.COC1C=CC(P2(SP(C3C=CC(OC)=CC=3)(=S)S2)=S)=CC=1. No catalyst specified. The product is [CH2:1]([N:8]([CH2:38][C:39]1[CH:44]=[CH:43][CH:42]=[CH:41][CH:40]=1)[CH:9]1[CH2:13][CH:12]([C:14]2[N:18]3[C:19]4[CH:25]=[CH:24][N:23]([S:26]([C:29]5[CH:35]=[CH:34][C:32]([CH3:33])=[CH:31][CH:30]=5)(=[O:28])=[O:27])[C:20]=4[N:21]=[CH:22][C:17]3=[N:16][CH:15]=2)[CH:11]([CH3:37])[CH2:10]1)[C:2]1[CH:7]=[CH:6][CH:5]=[CH:4][CH:3]=1. The yield is 0.870. (3) The reactants are [Cl:1][C:2]1[CH:8]=[CH:7][C:5]([NH2:6])=[CH:4][C:3]=1[C:9]([F:12])([F:11])[F:10].Cl[C:14]([O:16][C:17]1[CH:22]=[CH:21][CH:20]=[CH:19][CH:18]=1)=[O:15].Cl. The catalyst is ClCCl. The product is [Cl:1][C:2]1[CH:8]=[CH:7][C:5]([NH:6][C:14](=[O:15])[O:16][C:17]2[CH:22]=[CH:21][CH:20]=[CH:19][CH:18]=2)=[CH:4][C:3]=1[C:9]([F:10])([F:11])[F:12]. The yield is 0.940. (4) The reactants are C([O:5][C:6](=[O:38])[CH:7]([NH:11][S:12]([C:15]1[CH:20]=[CH:19][C:18]([C:21]2[CH:26]=[CH:25][C:24]([O:27][C:28]3[CH:33]=[CH:32][C:31]([C:34]([F:37])([F:36])[F:35])=[CH:30][N:29]=3)=[CH:23][CH:22]=2)=[CH:17][CH:16]=1)(=[O:14])=[O:13])[CH:8]([CH3:10])[CH3:9])(C)(C)C.C(O)(C(F)(F)F)=O. The catalyst is C(Cl)Cl. The product is [CH3:9][CH:8]([CH3:10])[CH:7]([NH:11][S:12]([C:15]1[CH:16]=[CH:17][C:18]([C:21]2[CH:26]=[CH:25][C:24]([O:27][C:28]3[CH:33]=[CH:32][C:31]([C:34]([F:36])([F:35])[F:37])=[CH:30][N:29]=3)=[CH:23][CH:22]=2)=[CH:19][CH:20]=1)(=[O:14])=[O:13])[C:6]([OH:38])=[O:5]. The yield is 0.660. (5) The reactants are [CH3:1][C:2]([N:10]1[CH:14]=[C:13]([C:15]2[C:16]3[CH:23]=[CH:22][N:21]([CH2:24][O:25][CH2:26][CH2:27][Si:28]([CH3:31])([CH3:30])[CH3:29])[C:17]=3[N:18]=[CH:19][N:20]=2)[CH:12]=[N:11]1)([CH3:9])[CH2:3][C:4](OCC)=[O:5].[H-].C([Al+]CC(C)C)C(C)C. The catalyst is C1COCC1.C(Cl)Cl. The product is [CH3:9][C:2]([N:10]1[CH:14]=[C:13]([C:15]2[C:16]3[CH:23]=[CH:22][N:21]([CH2:24][O:25][CH2:26][CH2:27][Si:28]([CH3:31])([CH3:29])[CH3:30])[C:17]=3[N:18]=[CH:19][N:20]=2)[CH:12]=[N:11]1)([CH3:1])[CH2:3][CH2:4][OH:5]. The yield is 0.990. (6) The reactants are [OH:1][C@H:2]1[CH2:6][CH2:5][NH:4][CH2:3]1.[CH:7](=O)[C:8]1[CH:13]=[CH:12][CH:11]=[CH:10][CH:9]=1.C(O[BH-](OC(=O)C)OC(=O)C)(=O)C.[Na+]. The catalyst is C(Cl)Cl. The product is [CH2:7]([N:4]1[CH2:5][CH2:6][C@H:2]([OH:1])[CH2:3]1)[C:8]1[CH:13]=[CH:12][CH:11]=[CH:10][CH:9]=1. The yield is 0.730. (7) The reactants are [CH3:1][C:2]1[O:6][N:5]=[C:4]([C:7]2[CH:12]=[CH:11][CH:10]=[CH:9][CH:8]=2)[C:3]=1[CH2:13][O:14][C:15]1[CH:23]=[CH:22][C:18]([C:19]([OH:21])=O)=[CH:17][N:16]=1.[CH3:24][N:25]1[CH:29]=[C:28]([NH2:30])[CH:27]=[N:26]1. No catalyst specified. The product is [CH3:1][C:2]1[O:6][N:5]=[C:4]([C:7]2[CH:8]=[CH:9][CH:10]=[CH:11][CH:12]=2)[C:3]=1[CH2:13][O:14][C:15]1[CH:23]=[CH:22][C:18]([C:19]([NH:30][C:28]2[CH:27]=[N:26][N:25]([CH3:24])[CH:29]=2)=[O:21])=[CH:17][N:16]=1. The yield is 0.410. (8) The catalyst is O.[Pd].CC([O-])=O.CC([O-])=O.[Pd+2].C1(P(C2CCCCC2)C2C=CC=CC=2C2C(OC)=CC=C(S([O-])(=O)=O)C=2OC)CCCCC1.[Na+]. The reactants are Cl[C:2]1[CH:3]=[C:4]([CH:8]=[CH:9][CH:10]=1)[C:5]([OH:7])=[O:6].[C:11]1(B(O)O)[CH:16]=[CH:15][CH:14]=[CH:13][CH:12]=1.C([O-])([O-])=O.[K+].[K+]. The yield is 0.970. The product is [C:2]1([C:11]2[CH:16]=[CH:15][CH:14]=[CH:13][CH:12]=2)[CH:10]=[CH:9][CH:8]=[C:4]([C:5]([OH:7])=[O:6])[CH:3]=1. (9) The yield is 0.0400. The catalyst is O. The reactants are O1P2[O:7][P:8]3[O:10]P(O2)OP1[O:9]3.[C:11]([OH:14])(=O)[CH3:12]. The product is [CH3:12][C:11]([P:8]([OH:7])([OH:9])=[O:10])([P:8]([OH:10])([OH:9])=[O:7])[OH:14].